This data is from Forward reaction prediction with 1.9M reactions from USPTO patents (1976-2016). The task is: Predict the product of the given reaction. (1) Given the reactants Br[C:2]1[C:11]2[NH:10][C:9](=[O:12])[CH2:8][C:7]3([CH3:15])[CH2:13][NH:14][C:5]([C:6]=23)=[CH:4][CH:3]=1.[Cu][C:17]#[N:18], predict the reaction product. The product is: [CH3:15][C:7]12[CH2:13][NH:14][C:5]3=[C:6]1[C:11](=[C:2]([C:17]#[N:18])[CH:3]=[CH:4]3)[NH:10][C:9](=[O:12])[CH2:8]2. (2) Given the reactants [NH2:1][C:2]1[CH:9]=[CH:8][C:5]([C:6]#[N:7])=[CH:4][N:3]=1.C[Si]([N-][Si](C)(C)C)(C)C.[Na+].[S:20](Cl)(=[O:23])(=[O:22])N.[CH3:25][N:26]([CH:28]=O)C, predict the reaction product. The product is: [CH3:25][N:26]([CH3:28])[S:20]([NH:1][C:2]1[N:3]=[CH:4][C:5]([C:6]#[N:7])=[CH:8][CH:9]=1)(=[O:23])=[O:22]. (3) The product is: [CH:6]1([CH2:5][CH:4]([N:11]2[C:16](=[O:17])[CH:15]=[C:14]([O:18][C:19]3[N:20]=[C:21]([CH3:26])[CH:22]=[C:23]([CH3:25])[N:24]=3)[CH:13]=[N:12]2)[C:3]([OH:27])=[O:2])[CH2:10][CH2:9][CH2:8][CH2:7]1. Given the reactants C[O:2][C:3](=[O:27])[CH:4]([N:11]1[C:16](=[O:17])[CH:15]=[C:14]([O:18][C:19]2[N:24]=[C:23]([CH3:25])[CH:22]=[C:21]([CH3:26])[N:20]=2)[CH:13]=[N:12]1)[CH2:5][CH:6]1[CH2:10][CH2:9][CH2:8][CH2:7]1.[OH-].[Na+], predict the reaction product.